This data is from Catalyst prediction with 721,799 reactions and 888 catalyst types from USPTO. The task is: Predict which catalyst facilitates the given reaction. (1) Reactant: Br[C:2]1[S:3][CH:4]=[C:5]([Br:7])[CH:6]=1.[CH3:8][O:9][C:10]1[CH:11]=[C:12](B(O)O)[CH:13]=[CH:14][CH:15]=1. Product: [Br:7][C:5]1[CH:6]=[C:2]([C:14]2[CH:13]=[CH:12][CH:11]=[C:10]([O:9][CH3:8])[CH:15]=2)[S:3][CH:4]=1. The catalyst class is: 195. (2) Reactant: Br[CH:2]([C:4]1[CH:17]=[CH:16][C:15]2[C:14](=[O:18])[C:13]3[C:8](=[CH:9][CH:10]=[CH:11][CH:12]=3)[C:7](=[O:19])[C:6]=2[CH:5]=1)[CH3:3].C(O)C.[NH:23]1[CH2:28][CH2:27][NH:26][CH2:25][CH2:24]1.Cl. Product: [NH:23]1[CH2:28][CH2:27][N:26]([CH:2]([C:4]2[CH:17]=[CH:16][C:15]3[C:14](=[O:18])[C:13]4[C:8](=[CH:9][CH:10]=[CH:11][CH:12]=4)[C:7](=[O:19])[C:6]=3[CH:5]=2)[CH3:3])[CH2:25][CH2:24]1. The catalyst class is: 6. (3) Reactant: [NH2:1][C:2]1[C:7]2[C:8](=[O:29])[N:9]([C:13]3[CH:18]=[CH:17][C:16]([C@H:19]4[CH2:24][CH2:23][C@H:22]([CH2:25][C:26]([OH:28])=O)[CH2:21][CH2:20]4)=[CH:15][CH:14]=3)[CH2:10][CH2:11][O:12][C:6]=2[N:5]=[CH:4][N:3]=1.[NH:30]1[CH2:34][CH2:33][CH2:32][CH2:31]1. Product: [NH2:1][C:2]1[C:7]2[C:8](=[O:29])[N:9]([C:13]3[CH:14]=[CH:15][C:16]([C@H:19]4[CH2:20][CH2:21][C@H:22]([CH2:25][C:26](=[O:28])[N:30]5[CH2:34][CH2:33][CH2:32][CH2:31]5)[CH2:23][CH2:24]4)=[CH:17][CH:18]=3)[CH2:10][CH2:11][O:12][C:6]=2[N:5]=[CH:4][N:3]=1. The catalyst class is: 9. (4) Reactant: [NH:1]1[C:9]2[C:4](=[CH:5][CH:6]=[CH:7][CH:8]=2)[C:3]([CH2:10][CH2:11][NH:12][CH:13]2[CH2:18][CH2:17][C:16]([C:22]3[CH:27]=[CH:26][CH:25]=[CH:24][N:23]=3)([N:19]([CH3:21])[CH3:20])[CH2:15][CH2:14]2)=[CH:2]1.[C:28](OC(=O)C)(=[O:30])[CH3:29]. Product: [CH3:21][N:19]([CH3:20])[C:16]1([C:22]2[CH:27]=[CH:26][CH:25]=[CH:24][N:23]=2)[CH2:17][CH2:18][CH:13]([N:12]([CH2:11][CH2:10][C:3]2[C:4]3[C:9](=[CH:8][CH:7]=[CH:6][CH:5]=3)[NH:1][CH:2]=2)[C:28](=[O:30])[CH3:29])[CH2:14][CH2:15]1. The catalyst class is: 17. (5) Reactant: CO[C@H](C1C=CC=CC=1)C(O)=O.[CH3:13][C:14]([N:24]1[CH2:28][CH2:27][CH2:26][CH2:25]1)([CH3:23])[C@H:15]([NH2:22])[C:16]1[CH:21]=[CH:20][CH:19]=[CH:18][CH:17]=1.[OH-].[NH4+]. Product: [CH3:23][C:14]([N:24]1[CH2:25][CH2:26][CH2:27][CH2:28]1)([CH3:13])[C@H:15]([NH2:22])[C:16]1[CH:21]=[CH:20][CH:19]=[CH:18][CH:17]=1. The catalyst class is: 13. (6) Reactant: [Cl:1][CH2:2][CH2:3][CH2:4][O:5][C:6]1[CH:11]=[CH:10][C:9]([C:12]2[O:13][CH:14]=[C:15]([C:17]([OH:19])=O)[N:16]=2)=[CH:8][CH:7]=1.[NH:20]1[CH2:25][CH2:24][O:23][CH2:22][CH2:21]1.C(N(CC)CC)C.Cl.CN(C)CCCN=C=NCC.ON1C2C=CC=CC=2N=N1. Product: [Cl:1][CH2:2][CH2:3][CH2:4][O:5][C:6]1[CH:7]=[CH:8][C:9]([C:12]2[O:13][CH:14]=[C:15]([C:17]([N:20]3[CH2:25][CH2:24][O:23][CH2:22][CH2:21]3)=[O:19])[N:16]=2)=[CH:10][CH:11]=1. The catalyst class is: 4.